From a dataset of Forward reaction prediction with 1.9M reactions from USPTO patents (1976-2016). Predict the product of the given reaction. (1) Given the reactants [Br:1][C:2]1[CH:7]=[C:6]([N+:8]([O-])=O)[C:5]([O:11][CH3:12])=[CH:4][C:3]=1[CH:13]1[CH2:18][CH2:17][N:16]([CH3:19])[CH2:15][CH2:14]1, predict the reaction product. The product is: [Br:1][C:2]1[C:3]([CH:13]2[CH2:14][CH2:15][N:16]([CH3:19])[CH2:17][CH2:18]2)=[CH:4][C:5]([O:11][CH3:12])=[C:6]([NH2:8])[CH:7]=1. (2) Given the reactants [CH2:1]([C:5]1([O:34][CH3:35])[CH2:10][CH2:9][N:8]([C:11]2[CH:33]=[CH:32][C:14]([C:15]([NH:17][CH2:18][C:19]([C:21]3[CH:31]=[CH:30][C:24]([C:25]([O:27][CH2:28][CH3:29])=[O:26])=[CH:23][CH:22]=3)=O)=O)=[CH:13][CH:12]=2)[CH2:7][CH2:6]1)[CH2:2][CH2:3][CH3:4].P12(SP3(SP(SP(S3)(S1)=S)(=S)S2)=S)=[S:37].C(N(CC)CC)C.O, predict the reaction product. The product is: [CH2:1]([C:5]1([O:34][CH3:35])[CH2:10][CH2:9][N:8]([C:11]2[CH:33]=[CH:32][C:14]([C:15]3[S:37][C:19]([C:21]4[CH:31]=[CH:30][C:24]([C:25]([O:27][CH2:28][CH3:29])=[O:26])=[CH:23][CH:22]=4)=[CH:18][N:17]=3)=[CH:13][CH:12]=2)[CH2:7][CH2:6]1)[CH2:2][CH2:3][CH3:4]. (3) Given the reactants [F:1][C:2]1[CH:21]=[CH:20][CH:19]=[CH:18][C:3]=1[CH2:4][N:5]1[C:9]([C:10]2[S:11][CH:12]=[CH:13][N:14]=2)=[N:8][C:7]([C:15](=[NH:17])[NH2:16])=[N:6]1.[C:22]1([N:28]=[N:29][CH:30]([C:33]#[N:34])[C:31]#[N:32])[CH:27]=[CH:26][CH:25]=[CH:24][CH:23]=1, predict the reaction product. The product is: [F:1][C:2]1[CH:21]=[CH:20][CH:19]=[CH:18][C:3]=1[CH2:4][N:5]1[C:9]([C:10]2[S:11][CH:12]=[CH:13][N:14]=2)=[N:8][C:7]([C:15]2[N:16]=[C:31]([NH2:32])[C:30]([N:29]=[N:28][C:22]3[CH:27]=[CH:26][CH:25]=[CH:24][CH:23]=3)=[C:33]([NH2:34])[N:17]=2)=[N:6]1. (4) Given the reactants CC(C)(C)C[O:4][S:5]([C:8]1[CH:13]=[CH:12][CH:11]=[C:10]([C:14]2[CH:19]=[C:18]([C:20]3[N:25]=[C:24]([C:26]([F:29])([F:28])[F:27])[CH:23]=[C:22]([C:30]4[CH:35]=[CH:34][C:33]([C:36]([F:39])([F:38])[F:37])=[CH:32][CH:31]=4)[N:21]=3)[CH:17]=[CH:16][N:15]=2)[CH:9]=1)(=[O:7])=[O:6].[ClH:42], predict the reaction product. The product is: [ClH:42].[F:29][C:26]([F:27])([F:28])[C:24]1[CH:23]=[C:22]([C:30]2[CH:31]=[CH:32][C:33]([C:36]([F:39])([F:38])[F:37])=[CH:34][CH:35]=2)[N:21]=[C:20]([C:18]2[CH:17]=[CH:16][N:15]=[C:14]([C:10]3[CH:9]=[C:8]([S:5]([OH:7])(=[O:6])=[O:4])[CH:13]=[CH:12][CH:11]=3)[CH:19]=2)[N:25]=1. (5) Given the reactants Cl[C:2]1[CH:3]=[C:4]([CH:23]=[CH:24][C:25]=1[Cl:26])[O:5][CH:6]1[CH2:11][CH2:10][N:9]([S:12](C2C(C)=NN(C)C=2C)(=[O:14])=[O:13])[CH2:8][CH2:7]1.[F:27][C:28]([F:37])([F:36])[C:29]1[CH:33]=[C:32]([CH3:34])[N:31]([CH3:35])[N:30]=1.Cl.ClC1C=CC(OC2CCNCC2)=CC=1, predict the reaction product. The product is: [Cl:26][C:25]1[CH:2]=[CH:3][C:4]([O:5][CH:6]2[CH2:11][CH2:10][N:9]([S:12]([C:33]3[C:29]([C:28]([F:27])([F:36])[F:37])=[N:30][N:31]([CH3:35])[C:32]=3[CH3:34])(=[O:14])=[O:13])[CH2:8][CH2:7]2)=[CH:23][CH:24]=1. (6) Given the reactants Br[C:2]1[CH:7]=[CH:6][C:5]([C@@H:8]([N:10]2[CH2:15][CH2:14][C@@:13]([C:19]3[CH:24]=[CH:23][C:22]([F:25])=[CH:21][CH:20]=3)([CH2:16][CH2:17][OH:18])[O:12][C:11]2=[O:26])[CH3:9])=[CH:4][CH:3]=1.[CH3:27][C:28]1[CH:33]=[C:32](B(O)O)[CH:31]=[CH:30][N:29]=1, predict the reaction product. The product is: [F:25][C:22]1[CH:23]=[CH:24][C:19]([C@:13]2([CH2:16][CH2:17][OH:18])[O:12][C:11](=[O:26])[N:10]([C@H:8]([C:5]3[CH:6]=[CH:7][C:2]([C:32]4[CH:31]=[CH:30][N:29]=[C:28]([CH3:27])[CH:33]=4)=[CH:3][CH:4]=3)[CH3:9])[CH2:15][CH2:14]2)=[CH:20][CH:21]=1. (7) The product is: [NH2:8][C:6]1[CH:7]=[C:2]([Cl:1])[CH:3]=[C:4]([CH:12]([CH3:13])[CH3:14])[C:5]=1[OH:11]. Given the reactants [Cl:1][C:2]1[CH:7]=[C:6]([N+:8]([O-])=O)[C:5]([OH:11])=[C:4]([CH:12]([CH3:14])[CH3:13])[CH:3]=1.[H][H], predict the reaction product. (8) Given the reactants [C:1]([NH:5][C:6]([C:8]1[C:16]2[C:11](=[N:12][CH:13]=[C:14]([C:17]3[C:25]4[C:20](=[CH:21][CH:22]=[C:23]([O:26][CH:27]([F:29])[F:28])[CH:24]=4)[NH:19][N:18]=3)[N:15]=2)[N:10]([CH2:30][O:31][CH2:32][CH2:33][Si:34]([CH3:37])([CH3:36])[CH3:35])[CH:9]=1)=[O:7])([CH3:4])([CH3:3])[CH3:2].I[CH2:39][CH:40]1[CH2:43][N:42]([C:44]([O:46][C:47]([CH3:50])([CH3:49])[CH3:48])=[O:45])[CH2:41]1.C(=O)([O-])[O-].[Cs+].[Cs+], predict the reaction product. The product is: [C:1]([NH:5][C:6]([C:8]1[C:16]2[C:11](=[N:12][CH:13]=[C:14]([C:17]3[C:25]4[C:20](=[CH:21][CH:22]=[C:23]([O:26][CH:27]([F:28])[F:29])[CH:24]=4)[N:19]([CH2:39][CH:40]4[CH2:43][N:42]([C:44]([O:46][C:47]([CH3:48])([CH3:50])[CH3:49])=[O:45])[CH2:41]4)[N:18]=3)[N:15]=2)[N:10]([CH2:30][O:31][CH2:32][CH2:33][Si:34]([CH3:37])([CH3:36])[CH3:35])[CH:9]=1)=[O:7])([CH3:4])([CH3:3])[CH3:2].